This data is from Catalyst prediction with 721,799 reactions and 888 catalyst types from USPTO. The task is: Predict which catalyst facilitates the given reaction. Reactant: [C:1]([O:5][C:6]([N:8](C(OC(C)(C)C)=O)[C:9]1[CH:19]=[CH:18][C:12]([C:13](OCC)=[O:14])=[CH:11][N:10]=1)=[O:7])([CH3:4])([CH3:3])[CH3:2].[H-].[H-].[H-].[H-].[Li+].[Al+3].O.[OH-].[Na+]. Product: [OH:14][CH2:13][C:12]1[CH:18]=[CH:19][C:9]([NH:8][C:6](=[O:7])[O:5][C:1]([CH3:3])([CH3:2])[CH3:4])=[N:10][CH:11]=1. The catalyst class is: 1.